From a dataset of Peptide-MHC class II binding affinity with 134,281 pairs from IEDB. Regression. Given a peptide amino acid sequence and an MHC pseudo amino acid sequence, predict their binding affinity value. This is MHC class II binding data. (1) The peptide sequence is FKKWCGMLSTKSIDL. The MHC is HLA-DQA10301-DQB10302 with pseudo-sequence HLA-DQA10301-DQB10302. The binding affinity (normalized) is 0.0352. (2) The peptide sequence is AGELELQFRRVKSKYPEGTK. The MHC is DRB5_0101 with pseudo-sequence DRB5_0101. The binding affinity (normalized) is 0.813. (3) The peptide sequence is QGQMVHQAISPRTLN. The MHC is DRB1_0901 with pseudo-sequence DRB1_0901. The binding affinity (normalized) is 0.560.